This data is from Catalyst prediction with 721,799 reactions and 888 catalyst types from USPTO. The task is: Predict which catalyst facilitates the given reaction. The catalyst class is: 4. Reactant: [Cl:1][C:2]1[CH:7]=[CH:6][C:5]([F:8])=[CH:4][C:3]=1[CH2:9]O.P(Br)(Br)[Br:12].C(=O)(O)[O-].[Na+]. Product: [Br:12][CH2:9][C:3]1[CH:4]=[C:5]([F:8])[CH:6]=[CH:7][C:2]=1[Cl:1].